From a dataset of Catalyst prediction with 721,799 reactions and 888 catalyst types from USPTO. Predict which catalyst facilitates the given reaction. (1) The catalyst class is: 7. Product: [Br:54][CH:55]([Br:44])[C:56]1[N:61]([C:62]2[CH:67]=[CH:66][CH:65]=[C:64]([C:68]([F:71])([F:70])[F:69])[CH:63]=2)[C:60](=[O:72])[N:59]([CH3:73])[C:58](=[O:74])[C:57]=1[C:75]1[N:79]([C:80]2[CH:81]=[CH:82][C:83]([C:84]#[N:85])=[CH:86][CH:87]=2)[N:78]=[CH:77][CH:76]=1. Reactant: CN1C(=O)C(C2N(C3C=CC(C#N)=CC=3)N=CC=2)=C(C)N(C2C=CC=C(C(F)(F)F)C=2)C1=O.C[Si](C)(C)[N-][Si](C)(C)C.[Li+].[Br:44]N1C(=O)CCC1=O.[Cl-].[NH4+].[Br:54][CH2:55][C:56]1[N:61]([C:62]2[CH:67]=[CH:66][CH:65]=[C:64]([C:68]([F:71])([F:70])[F:69])[CH:63]=2)[C:60](=[O:72])[N:59]([CH3:73])[C:58](=[O:74])[C:57]=1[C:75]1[N:79]([C:80]2[CH:87]=[CH:86][C:83]([C:84]#[N:85])=[CH:82][CH:81]=2)[N:78]=[CH:77][CH:76]=1. (2) Reactant: [CH2:1]([C:8]1[S:12][C:11](Cl)=[N:10][C:9]=1[C:14]1[CH:19]=[CH:18][C:17]([O:20][CH3:21])=[CH:16][CH:15]=1)[C:2]1[CH:7]=[CH:6][CH:5]=[CH:4][CH:3]=1.O[Li].O.[NH:25]1[CH2:30][CH2:29][O:28][CH2:27][CH2:26]1.CN(C=O)C. Product: [CH2:1]([C:8]1[S:12][C:11]([N:25]2[CH2:30][CH2:29][O:28][CH2:27][CH2:26]2)=[N:10][C:9]=1[C:14]1[CH:19]=[CH:18][C:17]([O:20][CH3:21])=[CH:16][CH:15]=1)[C:2]1[CH:7]=[CH:6][CH:5]=[CH:4][CH:3]=1. The catalyst class is: 6. (3) Reactant: [NH2:1][C@@H:2]1[CH2:13][CH:12]=[CH:11][CH2:10][CH2:9][C:8](=[O:14])[O:7][C@@H:6]([C:15]2[CH:20]=[CH:19][CH:18]=[CH:17][CH:16]=2)[C@H:5]([CH3:21])[N:4]([CH3:22])[C:3]1=[O:23].C(N(CC)CC)C.[C:31](OC(=O)C)(=[O:33])[CH3:32]. Product: [CH3:21][C@@H:5]1[N:4]([CH3:22])[C:3](=[O:23])[C@H:2]([NH:1][C:31](=[O:33])[CH3:32])[CH2:13][CH:12]=[CH:11][CH2:10][CH2:9][C:8](=[O:14])[O:7][C@H:6]1[C:15]1[CH:20]=[CH:19][CH:18]=[CH:17][CH:16]=1. The catalyst class is: 3. (4) Reactant: [NH2:1][C@@H:2]([CH2:5][C:6]1[CH:11]=[CH:10][CH:9]=[CH:8][CH:7]=1)[CH2:3][OH:4].[C:12]([O:16][C:17](O[C:17]([O:16][C:12]([CH3:15])([CH3:14])[CH3:13])=[O:18])=[O:18])([CH3:15])([CH3:14])[CH3:13]. Product: [C:12]([O:16][C:17](=[O:18])[NH:1][C@@H:2]([CH2:5][C:6]1[CH:11]=[CH:10][CH:9]=[CH:8][CH:7]=1)[CH2:3][OH:4])([CH3:15])([CH3:14])[CH3:13]. The catalyst class is: 5. (5) Reactant: [Cl:1][C:2]1[CH:21]=[CH:20][C:5]([C:6]([NH:8][CH2:9][CH2:10][CH2:11][NH:12]C(=O)OC(C)(C)C)=[O:7])=[CH:4][C:3]=1[NH:22][C:23]([C:25]1[C:36](=[O:37])[NH:35][C:28]2[N:29]=[C:30]([O:33][CH3:34])[N:31]=[CH:32][C:27]=2[CH:26]=1)=[O:24].FC(F)(F)C(O)=O. Product: [NH2:12][CH2:11][CH2:10][CH2:9][NH:8][C:6]([C:5]1[CH:20]=[CH:21][C:2]([Cl:1])=[C:3]([NH:22][C:23]([C:25]2[C:36](=[O:37])[NH:35][C:28]3[N:29]=[C:30]([O:33][CH3:34])[N:31]=[CH:32][C:27]=3[CH:26]=2)=[O:24])[CH:4]=1)=[O:7]. The catalyst class is: 4. (6) Reactant: [CH3:1][CH:2]1[CH2:7][C:6](=[O:8])[CH2:5][CH2:4][N:3]1[C:9]([O:11][C:12]([CH3:15])(C)C)=[O:10].[BH4-].[Na+].O.[C:19](OCC)(=O)[CH3:20]. Product: [OH:8][CH:6]1[CH2:5][CH2:4][N:3]([C:9]([O:11][CH2:12][CH2:15][CH2:19][CH3:20])=[O:10])[CH:2]([CH3:1])[CH2:7]1. The catalyst class is: 5. (7) Reactant: [S:1]1[CH:5]=[CH:4][CH:3]=[C:2]1[S:6]([NH:9][C:10]1[CH:11]=[CH:12][CH:13]=[C:14]2[C:18]=1[NH:17][C:16]([C:19]1[S:20][CH:21]([CH2:24][C:25](OCC)=[O:26])[CH2:22][N:23]=1)=[CH:15]2)(=[O:8])=[O:7].[BH4-].[Li+].O1CCCC1.Cl. Product: [OH:26][CH2:25][CH2:24][CH:21]1[S:20][C:19]([C:16]2[NH:17][C:18]3[C:14]([CH:15]=2)=[CH:13][CH:12]=[CH:11][C:10]=3[NH:9][S:6]([C:2]2[S:1][CH:5]=[CH:4][CH:3]=2)(=[O:8])=[O:7])=[N:23][CH2:22]1. The catalyst class is: 5.